From a dataset of Full USPTO retrosynthesis dataset with 1.9M reactions from patents (1976-2016). Predict the reactants needed to synthesize the given product. (1) Given the product [N:32]1[CH:33]=[CH:34][CH:35]=[CH:36][C:31]=1[N:2]1[CH2:7][CH2:6][CH:5]([CH2:8][N:9]2[C:17]3[C:12](=[CH:13][CH:14]=[CH:15][CH:16]=3)[C:11]3([C:21]4=[CH:22][C:23]5[O:27][CH2:26][O:25][C:24]=5[CH:28]=[C:20]4[O:19][CH2:18]3)[C:10]2=[O:29])[CH2:4][CH2:3]1, predict the reactants needed to synthesize it. The reactants are: Br.[NH:2]1[CH2:7][CH2:6][CH:5]([CH2:8][N:9]2[C:17]3[C:12](=[CH:13][CH:14]=[CH:15][CH:16]=3)[C:11]3([C:21]4=[CH:22][C:23]5[O:27][CH2:26][O:25][C:24]=5[CH:28]=[C:20]4[O:19][CH2:18]3)[C:10]2=[O:29])[CH2:4][CH2:3]1.Br[C:31]1[CH:36]=[CH:35][CH:34]=[CH:33][N:32]=1.C1CCN2C(=NCCC2)CC1.O. (2) Given the product [CH3:50][CH:48]([S:45]([NH:44][C:43]1[CH:42]=[CH:41][S:40][C:39]=1[C:36]1[CH:37]=[CH:38][C:33]([C:2]2[CH:12]=[CH:11][C:5]([O:6][CH2:7][C:8]([OH:10])=[O:9])=[CH:4][CH:3]=2)=[CH:34][CH:35]=1)(=[O:46])=[O:47])[CH3:49], predict the reactants needed to synthesize it. The reactants are: I[C:2]1[CH:12]=[CH:11][C:5]([O:6][CH2:7][C:8]([OH:10])=[O:9])=[CH:4][CH:3]=1.BrC1C=CC(OCC(O)=O)=CC=1.CC1(C)C(C)(C)OB([C:33]2[CH:38]=[CH:37][C:36]([C:39]3[S:40][CH:41]=[CH:42][C:43]=3[NH:44][S:45]([CH:48]([CH3:50])[CH3:49])(=[O:47])=[O:46])=[CH:35][CH:34]=2)O1.[OH-].[Ba+2].[OH-]. (3) Given the product [O:39]1[CH2:38][C@H:37]1[CH2:35][O:23][C:16]1[CH:15]=[C:14]2[C:19]([C:20](=[O:22])[CH:21]=[C:12]([C:11]3[CH:10]=[C:9]([O:8][CH2:1][C:2]4[CH:3]=[CH:4][CH:5]=[CH:6][CH:7]=4)[CH:26]=[C:25]([O:27][CH2:28][C:29]4[CH:34]=[CH:33][CH:32]=[CH:31][CH:30]=4)[CH:24]=3)[O:13]2)=[CH:18][CH:17]=1, predict the reactants needed to synthesize it. The reactants are: [CH2:1]([O:8][C:9]1[CH:10]=[C:11]([CH:24]=[C:25]([O:27][CH2:28][C:29]2[CH:34]=[CH:33][CH:32]=[CH:31][CH:30]=2)[CH:26]=1)[C:12]1[O:13][C:14]2[C:19]([C:20](=[O:22])[CH:21]=1)=[CH:18][CH:17]=[C:16]([OH:23])[CH:15]=2)[C:2]1[CH:7]=[CH:6][CH:5]=[CH:4][CH:3]=1.[CH2:35]([C@@H:37]1[O:39][CH2:38]1)Cl.[OH-].[Na+]. (4) Given the product [OH:29][C:23]([C:25]([F:28])([F:27])[F:26])=[O:24].[CH3:1][C:2]1[N:7]=[C:6]([CH2:8][C:9]([OH:11])=[O:10])[CH:5]=[CH:4][CH:3]=1, predict the reactants needed to synthesize it. The reactants are: [CH3:1][C:2]1[N:7]=[C:6]([CH2:8][C:9]([O:11]C(C)(C)C)=[O:10])[CH:5]=[CH:4][CH:3]=1.C([SiH](CC)CC)C.[C:23]([OH:29])([C:25]([F:28])([F:27])[F:26])=[O:24]. (5) Given the product [Br:20][C:8]1[CH:7]=[CH:6][C:5]([CH2:11][C:12]([C:14]2[CH:19]=[CH:18][CH:17]=[CH:16][CH:15]=2)=[O:13])=[CH:4][CH:3]=1, predict the reactants needed to synthesize it. The reactants are: CO[C:3]1[CH:4]=[C:5]([CH2:11][C:12]([C:14]2[CH:19]=[CH:18][CH:17]=[CH:16][CH:15]=2)=[O:13])[CH:6]=[CH:7][C:8]=1OC.[Br:20]C1C=CC(CC(O)=O)=CC=1. (6) Given the product [C:11]([N:14]([C:15]1[CH:20]=[CH:19][C:18]([CH:21]([CH3:23])[CH3:22])=[CH:17][CH:16]=1)[C:7]1[CH:8]=[CH:9][C:4]([CH:1]([CH3:3])[CH3:2])=[CH:5][CH:6]=1)(=[O:13])[CH3:12], predict the reactants needed to synthesize it. The reactants are: [CH:1]([C:4]1[CH:9]=[CH:8][C:7](I)=[CH:6][CH:5]=1)([CH3:3])[CH3:2].[C:11]([NH:14][C:15]1[CH:20]=[CH:19][C:18]([CH:21]([CH3:23])[CH3:22])=[CH:17][CH:16]=1)(=[O:13])[CH3:12].C(=O)([O-])[O-].[K+].[K+].C1OCCOCCOCCOCCOCCOC1. (7) Given the product [S:1]([N:11]1[C:19]2[C:14](=[CH:15][CH:16]=[C:17]([CH2:20][NH2:21])[CH:18]=2)[CH:13]=[CH:12]1)([C:4]1[CH:5]=[CH:6][C:7]([CH3:8])=[CH:9][CH:10]=1)(=[O:2])=[O:3], predict the reactants needed to synthesize it. The reactants are: [S:1]([N:11]1[C:19]2[C:14](=[CH:15][CH:16]=[C:17]([C:20]#[N:21])[CH:18]=2)[CH:13]=[CH:12]1)([C:4]1[CH:10]=[CH:9][C:7]([CH3:8])=[CH:6][CH:5]=1)(=[O:3])=[O:2].N. (8) Given the product [CH3:1][CH:2]([CH3:6])[C:3](=[O:5])[CH2:4][C:7](=[O:9])[CH3:8], predict the reactants needed to synthesize it. The reactants are: [CH3:1][CH:2]([CH3:6])[C:3](=[O:5])[CH3:4].[C:7](OCC)(=[O:9])[CH3:8].CC(C)([O-])C.[K+].Cl. (9) Given the product [ClH:39].[CH3:1][O:2][CH2:3][C:4]1[CH:5]=[CH:6][C:7]([O:34][C:35]([F:37])([F:38])[F:36])=[C:8]([CH:33]=1)[CH2:9][NH:10][C:11]([NH:13][C:14]1[N:18]([C:19]2[CH:20]=[CH:21][CH:22]=[CH:23][CH:24]=2)[N:17]=[C:16]([O:25][CH2:26][CH:27]2[CH2:31][CH2:30][N:29]([CH3:40])[CH2:28]2)[C:15]=1[CH3:32])=[O:12], predict the reactants needed to synthesize it. The reactants are: [CH3:1][O:2][CH2:3][C:4]1[CH:5]=[CH:6][C:7]([O:34][C:35]([F:38])([F:37])[F:36])=[C:8]([CH:33]=1)[CH2:9][NH:10][C:11]([NH:13][C:14]1[N:18]([C:19]2[CH:24]=[CH:23][CH:22]=[CH:21][CH:20]=2)[N:17]=[C:16]([O:25][CH2:26][CH:27]2[CH2:31][CH2:30][NH:29][CH2:28]2)[C:15]=1[CH3:32])=[O:12].[ClH:39].[CH3:40]C(O)C. (10) Given the product [CH:25]([O:24][CH2:23][C:17]1([CH2:16][O:15][CH:13]=[CH2:14])[CH2:22][CH2:21][CH2:20][CH2:19][CH2:18]1)=[CH2:26], predict the reactants needed to synthesize it. The reactants are: O.C1(C)C=CC(S(O)(=O)=O)=CC=1.[CH:13]([O:15][CH2:16][C:17]1([CH2:23][O:24][CH:25]=[CH2:26])[CH2:22][CH2:21][CH2:20][CH2:19][CH2:18]1)=[CH2:14].C(Cl)(Cl)Cl.